This data is from Serine/threonine kinase 33 screen with 319,792 compounds. The task is: Binary Classification. Given a drug SMILES string, predict its activity (active/inactive) in a high-throughput screening assay against a specified biological target. The molecule is Fc1ccc(CC2CCC=CCC(C(=O)NC(Cc3c4c([nH]c3)cccc4)COC2=O)CC(=O)NCCO)cc1. The result is 0 (inactive).